Dataset: Peptide-MHC class I binding affinity with 185,985 pairs from IEDB/IMGT. Task: Regression. Given a peptide amino acid sequence and an MHC pseudo amino acid sequence, predict their binding affinity value. This is MHC class I binding data. The peptide sequence is GTHPFSRIR. The MHC is HLA-A31:01 with pseudo-sequence HLA-A31:01. The binding affinity (normalized) is 0.834.